Dataset: Forward reaction prediction with 1.9M reactions from USPTO patents (1976-2016). Task: Predict the product of the given reaction. (1) Given the reactants [N:1]1[C:5]2[CH:6]=[CH:7][C:8]([C:10]([N:12]3[CH2:19][CH2:18][C@:17]4([CH3:22])[C@H:20]([CH3:21])[C@H:13]3[CH2:14][C:15]3[CH:26]=[CH:25][C:24]([O:27][CH3:28])=[C:23]([N+:29]([O-])=O)[C:16]=34)=[O:11])=[CH:9][C:4]=2[NH:3][CH:2]=1, predict the reaction product. The product is: [NH2:29][C:23]1[C:16]2[C@@:17]3([CH3:22])[C@H:20]([CH3:21])[C@H:13]([N:12]([C:10]([C:8]4[CH:7]=[CH:6][C:5]5[N:1]=[CH:2][NH:3][C:4]=5[CH:9]=4)=[O:11])[CH2:19][CH2:18]3)[CH2:14][C:15]=2[CH:26]=[CH:25][C:24]=1[O:27][CH3:28]. (2) Given the reactants [C:1](S[C:6]1[CH:7]=[C:8]2[C:13](=[CH:14][C:15]=1[F:16])[N:12]=[CH:11][CH:10]=[C:9]2[Cl:17])([CH3:4])([CH3:3])[CH3:2].[C:18](S[C:23]1[C:24]([F:34])=[C:25]2[C:30](=[CH:31][CH:32]=1)[N:29]=[CH:28][CH:27]=[C:26]2[Cl:33])([CH3:21])([CH3:20])[CH3:19].O[O:36][S:37]([O-:39])=O.[K+], predict the reaction product. The product is: [C:18]([S:37]([C:6]1[CH:7]=[C:8]2[C:13](=[CH:14][C:15]=1[F:16])[N:12]=[CH:11][CH:10]=[C:9]2[Cl:17])(=[O:39])=[O:36])([CH3:21])([CH3:20])[CH3:19].[C:1]([S:37]([C:23]1[C:24]([F:34])=[C:25]2[C:30](=[CH:31][CH:32]=1)[N:29]=[CH:28][CH:27]=[C:26]2[Cl:33])(=[O:39])=[O:36])([CH3:4])([CH3:3])[CH3:2]. (3) Given the reactants [N:1]1([C:10]2[O:11][C:12]([C:22](=O)[C:23]([O:25][CH2:26][CH3:27])=[O:24])=[C:13]([C:15]3[CH:20]=[CH:19][C:18]([Cl:21])=[CH:17][CH:16]=3)[N:14]=2)[C:5]2[CH:6]=[CH:7][CH:8]=[CH:9][C:4]=2[N:3]=[CH:2]1.[BH4-].[Na+].O, predict the reaction product. The product is: [N:1]1([C:10]2[O:11][C:12]([CH2:22][C:23]([O:25][CH2:26][CH3:27])=[O:24])=[C:13]([C:15]3[CH:20]=[CH:19][C:18]([Cl:21])=[CH:17][CH:16]=3)[N:14]=2)[C:5]2[CH:6]=[CH:7][CH:8]=[CH:9][C:4]=2[N:3]=[CH:2]1. (4) Given the reactants [O:1]=[C:2]1[NH:8][C:7]2[CH:9]=[CH:10][CH:11]=[CH:12][C:6]=2[CH2:5][CH2:4][CH:3]1[CH2:13][C:14]([OH:16])=O.C(C(Cl)=O)C.[NH2:22][OH:23], predict the reaction product. The product is: [OH:23][NH:22][C:14](=[O:16])[CH2:13][CH:3]1[C:2](=[O:1])[NH:8][C:7]2[CH:9]=[CH:10][CH:11]=[CH:12][C:6]=2[CH2:5][CH2:4]1.